From a dataset of Full USPTO retrosynthesis dataset with 1.9M reactions from patents (1976-2016). Predict the reactants needed to synthesize the given product. Given the product [F:1][C:2]1[CH:7]=[CH:6][C:5]([CH2:8][NH:9][C:11](=[O:12])[O:13][C:14]([CH3:17])([CH3:16])[CH3:15])=[C:4]([I:10])[CH:3]=1, predict the reactants needed to synthesize it. The reactants are: [F:1][C:2]1[CH:7]=[CH:6][C:5]([CH2:8][NH2:9])=[C:4]([I:10])[CH:3]=1.[C:11](O[C:11]([O:13][C:14]([CH3:17])([CH3:16])[CH3:15])=[O:12])([O:13][C:14]([CH3:17])([CH3:16])[CH3:15])=[O:12].C(N(CC)CC)C.